Dataset: Catalyst prediction with 721,799 reactions and 888 catalyst types from USPTO. Task: Predict which catalyst facilitates the given reaction. (1) Reactant: Cl([O-])=O.[Na+].[OH2:5].O.P([O-])(O)(O)=O.[Na+].O.[F:14][C:15]([F:27])([F:26])[C:16]1[N:17]=[C:18]2[N:22]([C:23]=1[CH:24]=[O:25])[CH:21]=[CH:20][S:19]2. Product: [F:27][C:15]([F:26])([F:14])[C:16]1[N:17]=[C:18]2[N:22]([C:23]=1[C:24]([OH:5])=[O:25])[CH:21]=[CH:20][S:19]2. The catalyst class is: 218. (2) Reactant: [C:1]([O:5][C:6]([C:8]1[O:9][C:10]2[CH:17]=[CH:16][CH:15]=[C:14](OS(C(F)(F)F)(=O)=O)[C:11]=2[C:12]=1[CH3:13])=[O:7])([CH3:4])([CH3:3])[CH3:2].C([O-])([O-])=O.[K+].[K+].[N+:32]([C:35]1[CH:36]=[C:37](B(O)O)[CH:38]=[CH:39][CH:40]=1)([O-:34])=[O:33].COCCOC. Product: [C:1]([O:5][C:6]([C:8]1[O:9][C:10]2[CH:17]=[CH:16][CH:15]=[C:14]([C:39]3[CH:38]=[CH:37][CH:36]=[C:35]([N+:32]([O-:34])=[O:33])[CH:40]=3)[C:11]=2[C:12]=1[CH3:13])=[O:7])([CH3:4])([CH3:3])[CH3:2]. The catalyst class is: 6. (3) Reactant: [CH3:16][C:11]1([CH3:17])[C:12]([CH3:15])([CH3:14])[O:13][B:9]([B:9]2[O:13][C:12]([CH3:15])([CH3:14])[C:11]([CH3:17])([CH3:16])[O:10]2)[O:10]1.Br[C:20]1[CH:21]=[N:22][CH:23]=[C:24]([CH:29]=1)[C:25]([O:27][CH3:28])=[O:26].C([O-])(=O)C.[K+]. Product: [CH3:28][O:27][C:25](=[O:26])[C:24]1[CH:29]=[C:20]([B:9]2[O:10][C:11]([CH3:16])([CH3:17])[C:12]([CH3:14])([CH3:15])[O:13]2)[CH:21]=[N:22][CH:23]=1. The catalyst class is: 294. (4) Reactant: [N:1]1[CH:6]=[CH:5][CH:4]=[C:3]([C:7](=O)[C:8]([O:10][CH2:11][CH3:12])=[O:9])[CH:2]=1.Cl.[NH2:15][OH:16].C([O-])(=O)C.[Na+]. Product: [OH:16]/[N:15]=[C:7](\[C:3]1[CH:2]=[N:1][CH:6]=[CH:5][CH:4]=1)/[C:8]([O:10][CH2:11][CH3:12])=[O:9]. The catalyst class is: 8. (5) Product: [Cl:19][C:20]1[C:25]([NH:26][C:27]([O:29][C:30]([CH3:31])([CH3:33])[CH3:32])=[O:28])=[CH:24][C:23]([C:34]#[N:35])=[CH:22][C:21]=1[N:36]1[CH2:37][CH2:38][C@@H:39]([NH:42][C:43](=[O:45])[O:44][CH3:47])[C@H:40]([O:6][Si:7]([CH:14]([CH3:16])[CH3:15])([CH:11]([CH3:13])[CH3:12])[CH:8]([CH3:10])[CH3:9])[CH2:41]1. The catalyst class is: 4. Reactant: FC(F)(F)S([O:6][Si:7]([CH:14]([CH3:16])[CH3:15])([CH:11]([CH3:13])[CH3:12])[CH:8]([CH3:10])[CH3:9])(=O)=O.[Cl:19][C:20]1[C:25]([NH:26][C:27]([O:29][C:30]([CH3:33])([CH3:32])[CH3:31])=[O:28])=[CH:24][C:23]([C:34]#[N:35])=[CH:22][C:21]=1[N:36]1[CH2:41][CH2:40][C@@H:39]([NH:42][C:43](=[O:45])[O-:44])[C@H:38](O)[CH2:37]1.[CH2:47](N(CC)CC)C.